From a dataset of Reaction yield outcomes from USPTO patents with 853,638 reactions. Predict the reaction yield, written as a fraction of the theoretical maximum amount of product (1.0 means a 100% yield; for example, 0.34 means a 34% yield). (1) The yield is 0.810. The reactants are C(Cl)(=O)C(Cl)=O.CS(C)=O.[CH3:11][O:12][C:13](=[O:20])[C:14]([CH3:19])([CH3:18])[CH2:15][CH2:16][OH:17].C(N(CC)CC)C. The product is [CH3:11][O:12][C:13](=[O:20])[C:14]([CH3:19])([CH3:18])[CH2:15][CH:16]=[O:17]. The catalyst is ClCCl.O. (2) The reactants are [C:1]1([NH:7][C:8]([O:10][C:11]2[CH:12]=[CH:13][C:14]3[CH2:15][C@H:16]4[NH:27][CH2:26][CH2:25][C@@:22]5([C:23]=3[CH:24]=2)[C@H:17]4[CH2:18][CH2:19][CH2:20][CH2:21]5)=[O:9])[CH:6]=[CH:5][CH:4]=[CH:3][CH:2]=1.Cl.C(=O)([O-])[O-].[K+].[K+].Br[CH2:36][CH2:37][CH2:38][Cl:39]. The catalyst is CN(C=O)C. The product is [C:1]1([NH:7][C:8]([O:10][C:11]2[CH:12]=[CH:13][C:14]3[CH2:15][C@H:16]4[N:27]([CH2:36][CH2:37][CH2:38][Cl:39])[CH2:26][CH2:25][C@@:22]5([C:23]=3[CH:24]=2)[C@H:17]4[CH2:18][CH2:19][CH2:20][CH2:21]5)=[O:9])[CH:2]=[CH:3][CH:4]=[CH:5][CH:6]=1. The yield is 0.700. (3) The reactants are [CH3:1][N:2]1[CH:6]=[N:5][N:4]=[C:3]1[C:7]#N.C[Si](Cl)(C)C.[C:14]1([Mg]Br)[CH:19]=[CH:18][CH:17]=[CH:16][CH:15]=1.C1C[O:25]CC1. No catalyst specified. The product is [CH3:1][N:2]1[CH:6]=[N:5][N:4]=[C:3]1[C:7]([C:14]1[CH:19]=[CH:18][CH:17]=[CH:16][CH:15]=1)=[O:25]. The yield is 0.480.